This data is from Forward reaction prediction with 1.9M reactions from USPTO patents (1976-2016). The task is: Predict the product of the given reaction. (1) Given the reactants [C:1]([C:5]1[CH:10]=[CH:9][C:8]([CH:11]([C:27]2[CH:35]=[CH:34][CH:33]=[CH:32][C:28]=2C(O)=O)[NH:12][C:13]([NH:15][C:16]2[CH:21]=[CH:20][C:19]([O:22][C:23]([F:26])([F:25])[F:24])=[CH:18][CH:17]=2)=[O:14])=[CH:7][CH:6]=1)([CH3:4])([CH3:3])[CH3:2].ON1C2N=CC=CC=2N=N1.CCN=C=NCCCN(C)C.Cl.[CH2:58]([O:60][C:61](=[O:66])[CH:62]([OH:65])[CH2:63][NH2:64])[CH3:59].C(N(C(C)C)CC)(C)C.CN([CH:79]=[O:80])C, predict the reaction product. The product is: [CH2:58]([O:60][C:61](=[O:66])[CH:62]([OH:65])[CH2:63][NH:64][C:79](=[O:80])[C:33]1[CH:32]=[CH:28][C:27]([CH:11]([NH:12][C:13]([NH:15][C:16]2[CH:17]=[CH:18][C:19]([O:22][C:23]([F:25])([F:26])[F:24])=[CH:20][CH:21]=2)=[O:14])[C:8]2[CH:9]=[CH:10][C:5]([C:1]([CH3:2])([CH3:4])[CH3:3])=[CH:6][CH:7]=2)=[CH:35][CH:34]=1)[CH3:59]. (2) Given the reactants [OH:1][C:2]1[CH:7]=[CH:6][C:5]([C:8]([C:10]2[CH:15]=[CH:14][CH:13]=[CH:12][CH:11]=2)=[O:9])=[CH:4][C:3]=1I.[C:17]([C:19]1[CH:33]=[CH:32][C:22]([CH2:23][N:24]2[CH2:27][CH:26]([C:28]([O:30][CH3:31])=[O:29])[CH2:25]2)=[CH:21][C:20]=1[F:34])#[CH:18], predict the reaction product. The product is: [C:8]([C:5]1[CH:6]=[CH:7][C:2]2[O:1][C:17]([C:19]3[CH:33]=[CH:32][C:22]([CH2:23][N:24]4[CH2:27][CH:26]([C:28]([O:30][CH3:31])=[O:29])[CH2:25]4)=[CH:21][C:20]=3[F:34])=[CH:18][C:3]=2[CH:4]=1)(=[O:9])[C:10]1[CH:15]=[CH:14][CH:13]=[CH:12][CH:11]=1. (3) Given the reactants [CH2:1]([O:8][C:9]1[CH:14]=[CH:13][C:12]([CH2:15][C@H:16]([NH:20][C:21]([O:23][C:24]([CH3:27])([CH3:26])[CH3:25])=[O:22])[C:17]([OH:19])=O)=[CH:11][CH:10]=1)C1C=CC=CC=1.[CH2:28](Cl)[CH2:29]Cl.[CH:32]1[CH:37]=NC2N(O)N=N[C:34]=2[CH:33]=1.[C@H:42]1([NH:52][C:53]([C@@H:55]2[CH2:64][C:63]3[C:58](=[CH:59][CH:60]=[CH:61][CH:62]=3)[CH2:57][NH:56]2)=[O:54])[C:51]2[C:46](=[CH:47][CH:48]=[CH:49][CH:50]=2)[CH2:45][CH2:44][CH2:43]1.CN1CCOCC1.C([O-])(O)=O.[Na+], predict the reaction product. The product is: [CH2:1]([O:8][C:9]1[CH:14]=[CH:13][C:12]([CH2:15][C@H:16]([NH:20][C:21](=[O:22])[O:23][C:24]([CH3:25])([CH3:27])[CH3:26])[C:17](=[O:19])[N:56]2[C@H:55]([C:53](=[O:54])[NH:52][C@H:42]3[C:51]4[C:46](=[CH:47][CH:48]=[CH:49][CH:50]=4)[CH2:45][CH2:44][CH2:43]3)[CH2:64][C:63]3[C:58](=[CH:59][CH:60]=[CH:61][CH:62]=3)[CH2:57]2)=[CH:11][CH:10]=1)[C:29]1[CH:28]=[CH:34][CH:33]=[CH:32][CH:37]=1. (4) Given the reactants Br[CH2:2][CH2:3][CH2:4][O:5][C:6]1[CH:15]=[C:14]2[C:9]([C:10]([O:16][C:17]3[CH:22]=[CH:21][C:20]([NH:23][C:24]([NH:26][CH2:27][CH2:28][CH3:29])=[O:25])=[C:19]([Cl:30])[CH:18]=3)=[CH:11][CH:12]=[N:13]2)=[CH:8][C:7]=1[O:31][CH3:32].C(=O)([O-])[O-].[K+].[K+].[NH:39]1[CH2:44][CH2:43][O:42][CH2:41][CH2:40]1.O, predict the reaction product. The product is: [Cl:30][C:19]1[CH:18]=[C:17]([O:16][C:10]2[C:9]3[C:14](=[CH:15][C:6]([O:5][CH2:4][CH2:3][CH2:2][N:39]4[CH2:44][CH2:43][O:42][CH2:41][CH2:40]4)=[C:7]([O:31][CH3:32])[CH:8]=3)[N:13]=[CH:12][CH:11]=2)[CH:22]=[CH:21][C:20]=1[NH:23][C:24]([NH:26][CH2:27][CH2:28][CH3:29])=[O:25]. (5) Given the reactants C[O:2][C:3]([C:5]1[CH:6]=[CH:7][C:8]2[CH2:14][CH2:13][CH2:12][CH:11]([NH:15][CH2:16][C:17]3[CH:22]=[CH:21][CH:20]=[CH:19][CH:18]=3)[CH2:10][C:9]=2[CH:23]=1)=O.C[O-].[Na+].O.C([NH2:30])=O, predict the reaction product. The product is: [CH2:16]([NH:15][CH:11]1[CH2:10][C:9]2[CH:23]=[C:5]([C:3]([NH2:30])=[O:2])[CH:6]=[CH:7][C:8]=2[CH2:14][CH2:13][CH2:12]1)[C:17]1[CH:22]=[CH:21][CH:20]=[CH:19][CH:18]=1.